From a dataset of NCI-60 drug combinations with 297,098 pairs across 59 cell lines. Regression. Given two drug SMILES strings and cell line genomic features, predict the synergy score measuring deviation from expected non-interaction effect. (1) Drug 1: CNC(=O)C1=CC=CC=C1SC2=CC3=C(C=C2)C(=NN3)C=CC4=CC=CC=N4. Drug 2: CC(C)CN1C=NC2=C1C3=CC=CC=C3N=C2N. Cell line: T-47D. Synergy scores: CSS=-2.38, Synergy_ZIP=0.411, Synergy_Bliss=-4.66, Synergy_Loewe=-6.22, Synergy_HSA=-6.26. (2) Drug 1: CC1=C(N=C(N=C1N)C(CC(=O)N)NCC(C(=O)N)N)C(=O)NC(C(C2=CN=CN2)OC3C(C(C(C(O3)CO)O)O)OC4C(C(C(C(O4)CO)O)OC(=O)N)O)C(=O)NC(C)C(C(C)C(=O)NC(C(C)O)C(=O)NCCC5=NC(=CS5)C6=NC(=CS6)C(=O)NCCC[S+](C)C)O. Drug 2: C1C(C(OC1N2C=NC3=C2NC=NCC3O)CO)O. Cell line: HCT116. Synergy scores: CSS=51.6, Synergy_ZIP=4.71, Synergy_Bliss=3.86, Synergy_Loewe=-8.85, Synergy_HSA=4.69.